Dataset: Reaction yield outcomes from USPTO patents with 853,638 reactions. Task: Predict the reaction yield, written as a fraction of the theoretical maximum amount of product (1.0 means a 100% yield; for example, 0.34 means a 34% yield). The product is [N:9]([C:12](=[CH:7][C:5]1[S:6][C:2]([Br:1])=[CH:3][CH:4]=1)[C:13]([O:15][CH2:16][CH3:17])=[O:14])=[N+:10]=[N-:11]. The yield is 0.613. The reactants are [Br:1][C:2]1[S:6][C:5]([CH:7]=O)=[CH:4][CH:3]=1.[N:9]([CH2:12][C:13]([O:15][CH2:16][CH3:17])=[O:14])=[N+:10]=[N-:11].C(O)C.[O-]CC.[Na+].[Cl-].[NH4+]. The catalyst is C(O)C.O.